This data is from Forward reaction prediction with 1.9M reactions from USPTO patents (1976-2016). The task is: Predict the product of the given reaction. (1) Given the reactants [Cl:1][C:2]1[C:7]2[NH:8][C:9](=[O:12])[CH2:10][O:11][C:6]=2[CH:5]=[CH:4][C:3]=1B1OC(C)(C)C(C)(C)O1.Br[C:23]1[C:24]([CH3:36])=[N:25][N:26]([CH3:35])[C:27]=1[C:28]1[CH:33]=[CH:32][C:31]([F:34])=[CH:30][CH:29]=1.C1(P(C2CCCCC2)C2C=CC=CC=2C2C(C(C)C)=CC(C(C)C)=CC=2C(C)C)CCCCC1.[O-]P([O-])([O-])=O.[K+].[K+].[K+], predict the reaction product. The product is: [Cl:1][C:2]1[C:7]2[NH:8][C:9](=[O:12])[CH2:10][O:11][C:6]=2[CH:5]=[CH:4][C:3]=1[C:23]1[C:24]([CH3:36])=[N:25][N:26]([CH3:35])[C:27]=1[C:28]1[CH:33]=[CH:32][C:31]([F:34])=[CH:30][CH:29]=1. (2) Given the reactants [C:1]1(B(O)O)[CH:6]=[CH:5][CH:4]=[CH:3][CH:2]=1.[C:10]1([C:28]2[CH:33]=[CH:32][CH:31]=[CH:30][CH:29]=2)[CH:15]=[CH:14][CH:13]=[CH:12][C:11]=1[C:16]1[N:20]([C:21]2[CH:26]=[CH:25][CH:24]=[CH:23][CH:22]=2)[C:19](Br)=[N:18][N:17]=1, predict the reaction product. The product is: [C:10]1([C:28]2[CH:33]=[CH:32][CH:31]=[CH:30][CH:29]=2)[CH:15]=[CH:14][CH:13]=[CH:12][C:11]=1[C:16]1[N:20]([C:21]2[CH:26]=[CH:25][CH:24]=[CH:23][CH:22]=2)[C:19]([C:1]2[CH:6]=[CH:5][CH:4]=[CH:3][CH:2]=2)=[N:18][N:17]=1. (3) Given the reactants [CH2:1]([N:8]([CH2:14][C:15]1[CH:16]=[C:17]([CH:25]=[CH:26][C:27]=1B1OC(C)(C)C(C)(C)O1)[C:18]([NH:20][C:21]([CH3:24])([CH3:23])[CH3:22])=[O:19])[C:9]([CH:11]1[CH2:13][CH2:12]1)=[O:10])[C:2]1[CH:7]=[CH:6][CH:5]=[CH:4][CH:3]=1.[CH2:37]([O:39][C:40](=[O:49])[CH2:41][C:42]1[CH:43]=[N:44][CH:45]=[C:46](Br)[CH:47]=1)[CH3:38], predict the reaction product. The product is: [CH2:37]([O:39][C:40](=[O:49])[CH2:41][C:42]1[CH:43]=[N:44][CH:45]=[C:46]([C:27]2[CH:26]=[CH:25][C:17]([C:18](=[O:19])[NH:20][C:21]([CH3:22])([CH3:23])[CH3:24])=[CH:16][C:15]=2[CH2:14][N:8]([CH2:1][C:2]2[CH:7]=[CH:6][CH:5]=[CH:4][CH:3]=2)[C:9]([CH:11]2[CH2:12][CH2:13]2)=[O:10])[CH:47]=1)[CH3:38].